Task: Regression/Classification. Given a drug SMILES string, predict its toxicity properties. Task type varies by dataset: regression for continuous values (e.g., LD50, hERG inhibition percentage) or binary classification for toxic/non-toxic outcomes (e.g., AMES mutagenicity, cardiotoxicity, hepatotoxicity). Dataset: herg_karim.. Dataset: hERG potassium channel inhibition data for cardiac toxicity prediction from Karim et al. (1) The drug is COc1c(N2CCC(CNCCC#N)C2)ccc2c(=O)c(C(=O)O)cn(C3CC3)c12. The result is 0 (non-blocker). (2) The drug is COC1(c2cc(C(F)(F)F)cc(C(F)(F)F)c2)CCN([C@]2(c3ccccc3)CC[C@@H](N3CCC4(CCOC4)CC3)CC2)C1=O. The result is 1 (blocker). (3) The molecule is CN(C)C(=O)[C@@H](c1ccc(-c2ccc3ncnn3c2)cc1)[C@H](N)C(=O)N1CCC(F)(F)C1.O=C(O)C(F)(F)F. The result is 0 (non-blocker). (4) The molecule is CCOC(=O)C1(CCN(C)CC1)c1ccccc1. The result is 0 (non-blocker). (5) The compound is Cc1ncoc1-c1nnc(SCCCN2CC[C@H]3C[C@@]3(c3ccc(C(F)(F)F)cc3)CC2)n1C. The result is 1 (blocker). (6) The molecule is CCN1C[C@@H]2C[C@@H](NC3CCOCC3OC)C[C@]2(C(=O)N2CCc3ncc(C(F)(F)F)cc3C2)C1. The result is 0 (non-blocker).